This data is from Full USPTO retrosynthesis dataset with 1.9M reactions from patents (1976-2016). The task is: Predict the reactants needed to synthesize the given product. (1) Given the product [CH3:18][CH2:17]/[CH:16]=[CH:15]\[CH2:14]/[CH:13]=[CH:12]\[CH2:11]/[CH:10]=[CH:9]\[CH2:8][CH2:7][CH2:6][CH2:5][CH2:4][CH2:3][CH3:2], predict the reactants needed to synthesize it. The reactants are: Br[CH2:2][CH2:3][CH2:4][CH2:5][CH2:6][CH2:7][CH2:8]/[CH:9]=[CH:10]\[CH2:11]/[CH:12]=[CH:13]\[CH2:14]/[CH:15]=[CH:16]\[CH2:17][CH3:18].[H-].[H-].[H-].[H-].[Li+].[Al+3].C1COCC1.[OH-].[Na+]. (2) Given the product [CH:18]([O:17][CH:11]([CH2:10][C:3]1[C:4]2[C:9](=[CH:8][CH:7]=[CH:6][CH:5]=2)[N:1]([CH2:25][C:24]#[CH:23])[CH:2]=1)[C:12]([O:14][CH2:15][CH3:16])=[O:13])([CH3:19])[CH3:20], predict the reactants needed to synthesize it. The reactants are: [NH:1]1[C:9]2[C:4](=[CH:5][CH:6]=[CH:7][CH:8]=2)[C:3]([CH2:10][CH:11]([O:17][CH:18]([CH3:20])[CH3:19])[C:12]([O:14][CH2:15][CH3:16])=[O:13])=[CH:2]1.[H-].[Na+].[CH2:23](Br)[C:24]#[CH:25].[Cl-].[NH4+]. (3) Given the product [CH3:3][C:4]1[CH:9]=[C:8]([C:10]2[C:18]3[C:13](=[CH:14][C:15]4[NH:23][C:22](=[O:24])[CH2:21][CH2:20][CH2:19][C:16]=4[CH:17]=3)[NH:12][N:11]=2)[CH:7]=[CH:6][N:5]=1.[C:44]([OH:50])([C:46]([F:49])([F:48])[F:47])=[O:45], predict the reactants needed to synthesize it. The reactants are: CO.[CH3:3][C:4]1[CH:9]=[C:8]([C:10]2[C:18]3[C:13](=[CH:14][C:15]4[NH:23][C:22](=[O:24])[CH2:21][CH2:20][CH2:19][C:16]=4[CH:17]=3)[N:12](C(C3C=CC=CC=3)(C3C=CC=CC=3)C3C=CC=CC=3)[N:11]=2)[CH:7]=[CH:6][N:5]=1.[C:44]([OH:50])([C:46]([F:49])([F:48])[F:47])=[O:45]. (4) Given the product [S:16]1[CH:20]=[CH:19][C:18]([C:2]2[CH:3]=[CH:4][C:5]3[O:9][C:8]([C:10]([OH:12])=[O:11])=[CH:7][C:6]=3[CH:15]=2)=[CH:17]1, predict the reactants needed to synthesize it. The reactants are: Br[C:2]1[CH:3]=[CH:4][C:5]2[O:9][C:8]([C:10]([O:12]CC)=[O:11])=[CH:7][C:6]=2[CH:15]=1.[S:16]1[CH:20]=[CH:19][C:18](B(O)O)=[CH:17]1.C(=O)([O-])[O-].[Na+].[Na+].Cl. (5) Given the product [CH:1]1([N:4]([CH2:29][C:30]2[CH:35]=[C:34]([CH2:36][CH2:37][CH2:38][O:39][CH3:40])[CH:33]=[C:32]([O:41][CH2:42][CH2:43][O:44][CH3:45])[CH:31]=2)[C:5]([C@@H:7]2[C@:12]([C:14]3[CH:19]=[CH:18][C:17]([F:20])=[C:16]([F:21])[CH:15]=3)([O:13][CH2:51][CH2:52][O:53][CH3:54])[CH2:11][CH2:10][N:9]([C:22]([O:24][C:25]([CH3:28])([CH3:27])[CH3:26])=[O:23])[CH2:8]2)=[O:6])[CH2:3][CH2:2]1, predict the reactants needed to synthesize it. The reactants are: [CH:1]1([N:4]([CH2:29][C:30]2[CH:35]=[C:34]([CH2:36][CH2:37][CH2:38][O:39][CH3:40])[CH:33]=[C:32]([O:41][CH2:42][CH2:43][O:44][CH3:45])[CH:31]=2)[C:5]([C@@H:7]2[C@:12]([C:14]3[CH:19]=[CH:18][C:17]([F:20])=[C:16]([F:21])[CH:15]=3)([OH:13])[CH2:11][CH2:10][N:9]([C:22]([O:24][C:25]([CH3:28])([CH3:27])[CH3:26])=[O:23])[CH2:8]2)=[O:6])[CH2:3][CH2:2]1.[Na+].[I-].[H-].[Na+].Br[CH2:51][CH2:52][O:53][CH3:54]. (6) Given the product [CH2:1]([O:8][C:9]1[CH:18]=[CH:17][C:16]([C:19]2[NH:28][C:27]3=[N:26][CH:25]=[C:24]([CH:29]4[CH2:34][CH2:33][N:32]([C:35]([O:37][C:38]([CH3:40])([CH3:39])[CH3:41])=[O:36])[CH2:31][CH2:30]4)[CH:23]=[C:22]3[N:21]=2)=[CH:15][C:10]=1[C:11]([O:13][CH3:14])=[O:12])[C:2]1[CH:3]=[CH:4][CH:5]=[CH:6][CH:7]=1, predict the reactants needed to synthesize it. The reactants are: [CH2:1]([O:8][C:9]1[CH:18]=[CH:17][C:16]([CH:19]=O)=[CH:15][C:10]=1[C:11]([O:13][CH3:14])=[O:12])[C:2]1[CH:7]=[CH:6][CH:5]=[CH:4][CH:3]=1.[NH2:21][C:22]1[CH:23]=[C:24]([CH:29]2[CH2:34][CH2:33][N:32]([C:35]([O:37][C:38]([CH3:41])([CH3:40])[CH3:39])=[O:36])[CH2:31][CH2:30]2)[CH:25]=[N:26][C:27]=1[NH2:28].C(OI(C1C=CC=CC=1)OC(=O)C)(=O)C. (7) Given the product [Cl:1][C:2]1[CH:3]=[CH:4][C:5]([CH2:8][CH2:9][O:10][C:11]2[N:12]=[C:13]([NH2:50])[C:14]3[N:15]=[CH:16][N:17]([C:48]=3[N:49]=2)[C@@H:18]2[O:47][C@H:37]([CH2:38][OH:39])[C@@H:28]([OH:29])[C@H:19]2[OH:20])=[CH:6][CH:7]=1, predict the reactants needed to synthesize it. The reactants are: [Cl:1][C:2]1[CH:7]=[CH:6][C:5]([CH2:8][CH2:9][O:10][C:11]2[N:12]=[C:13]([NH2:50])[C:14]3[N:15]=[CH:16][N:17]([C:48]=3[N:49]=2)[C@@H:18]2[O:47][C@H:37]([CH2:38][O:39][Si](C(C)(C)C)(C)C)[C@@H:28]([O:29][Si](C(C)(C)C)(C)C)[C@H:19]2[O:20][Si](C(C)(C)C)(C)C)=[CH:4][CH:3]=1.N1C=CC=CC=1.F. (8) The reactants are: Br[C:2]1[CH:11]=[CH:10][C:9]2[N:8]=[CH:7][C:6]3[N:12]([CH3:23])[C:13](=[O:22])[N:14]([C:15]4[C:16]([CH3:21])=[N:17][N:18]([CH3:20])[CH:19]=4)[C:5]=3[C:4]=2[CH:3]=1.[CH2:24]([N:26]([CH3:43])[C:27]1[C:28]([CH3:42])=[N:29][CH:30]=[C:31](B2OC(C)(C)C(C)(C)O2)[CH:32]=1)[CH3:25]. Given the product [CH3:20][N:18]1[CH:19]=[C:15]([N:14]2[C:5]3[C:4]4[CH:3]=[C:2]([C:31]5[CH:30]=[N:29][C:28]([CH3:42])=[C:27]([N:26]([CH2:24][CH3:25])[CH3:43])[CH:32]=5)[CH:11]=[CH:10][C:9]=4[N:8]=[CH:7][C:6]=3[N:12]([CH3:23])[C:13]2=[O:22])[C:16]([CH3:21])=[N:17]1, predict the reactants needed to synthesize it. (9) Given the product [C:24]1([C:49]2[CH:50]=[CH:51][CH:52]=[CH:53][CH:54]=2)[CH:29]=[CH:28][CH:27]=[C:26]([C:30]2[O:31][C:32]([CH3:48])=[C:33]([CH2:35][CH2:36][O:13][C:10]3[CH:11]=[CH:12][C:7]([CH2:6][C:5]([O:15][C:16]4[CH:21]=[CH:20][C:19]([F:22])=[CH:18][CH:17]=4)([CH3:14])[C:4]([OH:3])=[O:23])=[CH:8][CH:9]=3)[N:34]=2)[CH:25]=1, predict the reactants needed to synthesize it. The reactants are: C([O:3][C:4](=[O:23])[C:5]([O:15][C:16]1[CH:21]=[CH:20][C:19]([F:22])=[CH:18][CH:17]=1)([CH3:14])[CH2:6][C:7]1[CH:12]=[CH:11][C:10]([OH:13])=[CH:9][CH:8]=1)C.[C:24]1([C:49]2[CH:54]=[CH:53][CH:52]=[CH:51][CH:50]=2)[CH:29]=[CH:28][CH:27]=[C:26]([C:30]2[O:31][C:32]([CH3:48])=[C:33]([CH2:35][CH2:36]OS(C3C=CC(C)=CC=3)(=O)=O)[N:34]=2)[CH:25]=1.C([O-])([O-])=O.[K+].[K+].[OH-].[Na+].